Dataset: Reaction yield outcomes from USPTO patents with 853,638 reactions. Task: Predict the reaction yield, written as a fraction of the theoretical maximum amount of product (1.0 means a 100% yield; for example, 0.34 means a 34% yield). (1) The reactants are [CH3:1][O:2][C:3]1[C:4]([CH3:25])=[CH:5][C:6]([CH2:12][C:13]2[C:14]([CH3:24])=[N:15][N:16]([CH2:19][CH2:20][C:21]([OH:23])=O)[C:17]=2[CH3:18])=[C:7]2[C:11]=1[CH2:10][CH2:9][CH2:8]2.C(C1NC=CN=1)(C1NC=CN=1)=O.[CH:38]([NH2:41])([CH3:40])[CH3:39].O. The catalyst is O1CCCC1.CCCCCC. The product is [CH:38]([NH:41][C:21](=[O:23])[CH2:20][CH2:19][N:16]1[C:17]([CH3:18])=[C:13]([CH2:12][C:6]2[CH:5]=[C:4]([CH3:25])[C:3]([O:2][CH3:1])=[C:11]3[C:7]=2[CH2:8][CH2:9][CH2:10]3)[C:14]([CH3:24])=[N:15]1)([CH3:40])[CH3:39]. The yield is 0.728. (2) The yield is 0.720. The product is [CH:28]([N:31]1[CH2:32][CH2:33][N:34]([C:37](=[O:43])[CH2:38][CH2:39][CH2:40][C:41]#[C:42][C:2]2[CH:3]=[CH:4][N:5]3[C:10]=2[C:9](=[O:11])[N:8]([C:12]2[CH:17]=[CH:16][CH:15]=[CH:14][CH:13]=2)[C:7]([C@@H:18]([NH:20][C:21](=[O:27])[O:22][C:23]([CH3:26])([CH3:24])[CH3:25])[CH3:19])=[N:6]3)[CH2:35][CH2:36]1)([CH3:30])[CH3:29]. The reactants are Br[C:2]1[CH:3]=[CH:4][N:5]2[C:10]=1[C:9](=[O:11])[N:8]([C:12]1[CH:17]=[CH:16][CH:15]=[CH:14][CH:13]=1)[C:7]([C@@H:18]([NH:20][C:21](=[O:27])[O:22][C:23]([CH3:26])([CH3:25])[CH3:24])[CH3:19])=[N:6]2.[CH:28]([N:31]1[CH2:36][CH2:35][N:34]([C:37](=[O:43])[CH2:38][CH2:39][CH2:40][C:41]#[CH:42])[CH2:33][CH2:32]1)([CH3:30])[CH3:29]. The catalyst is C(NCC)C.Cl[Pd](Cl)([P](C1C=CC=CC=1)(C1C=CC=CC=1)C1C=CC=CC=1)[P](C1C=CC=CC=1)(C1C=CC=CC=1)C1C=CC=CC=1.[Cu](I)I. (3) The reactants are [O:1]=[C:2]1[C:7]2[NH:8][C:9]3[CH:10]=[CH:11][CH:12]=[CH:13][C:14]=3[C:6]=2[N:5]=[C:4]([S:15][CH2:16][C:17]([OH:19])=O)[N:3]1[C:20]1[CH:25]=[CH:24][CH:23]=[CH:22][CH:21]=1.[NH2:26][C:27]1[S:28][CH:29]=[CH:30][N:31]=1.C(N(CC)CC)C.CN(C(ON1N=NC2C=CC=NC1=2)=[N+](C)C)C.F[P-](F)(F)(F)(F)F. No catalyst specified. The product is [O:1]=[C:2]1[C:7]2[NH:8][C:9]3[CH:10]=[CH:11][CH:12]=[CH:13][C:14]=3[C:6]=2[N:5]=[C:4]([S:15][CH2:16][C:17]([NH:26][C:27]2[S:28][CH:29]=[CH:30][N:31]=2)=[O:19])[N:3]1[C:20]1[CH:21]=[CH:22][CH:23]=[CH:24][CH:25]=1. The yield is 0.211. (4) The reactants are [F:1][C:2]1[C:15]([F:16])=[CH:14][CH:13]=[CH:12][C:3]=1[O:4][C:5]1[CH:11]=[CH:10][C:8](N)=[CH:7][CH:6]=1.Cl.N([O-])=O.[Na+].NC(N)=O.[Na+].[I-:27]. The catalyst is O. The product is [F:16][C:15]1[CH:14]=[CH:13][CH:12]=[C:3]([O:4][C:5]2[CH:11]=[CH:10][C:8]([I:27])=[CH:7][CH:6]=2)[C:2]=1[F:1]. The yield is 0.790. (5) The reactants are [C:1]([C:5]1[C:6]([O:20][CH2:21][CH2:22][CH2:23][CH2:24][CH2:25][CH2:26][CH3:27])=[C:7]([C:15]([CH3:19])=[CH:16][C:17]#[N:18])[CH:8]=[C:9]([C:11]([CH3:14])([CH3:13])[CH3:12])[CH:10]=1)([CH3:4])([CH3:3])[CH3:2]. The catalyst is CCOC(C)=O.[Pd]. The product is [C:1]([C:5]1[C:6]([O:20][CH2:21][CH2:22][CH2:23][CH2:24][CH2:25][CH2:26][CH3:27])=[C:7]([CH:15]([CH3:19])[CH2:16][C:17]#[N:18])[CH:8]=[C:9]([C:11]([CH3:12])([CH3:13])[CH3:14])[CH:10]=1)([CH3:4])([CH3:3])[CH3:2]. The yield is 0.970. (6) The reactants are [OH:1][C:2]1[CH:11]=[CH:10][C:9]2[N:8]=[C:7]([NH:12][CH2:13][C:14]3[CH:19]=[CH:18][CH:17]=[CH:16][CH:15]=3)[C:6]([C:20]3[CH:25]=[CH:24][CH:23]=[CH:22][CH:21]=3)=[N:5][C:4]=2[C:3]=1C(O)=O.Cl.[CH2:30]([NH:32][CH2:33][C:34]([OH:36])=[O:35])C.C(N([CH2:42][CH3:43])CC)C.C1CN([P+]([O:60]N2N=NC3C=CC=CC2=3)(N2CCCC2)N2CCCC2)CC1.F[P-](F)(F)(F)(F)F. The catalyst is CN(C)C=O. The product is [OH:1][C:2]1[C:3]([C:30]([NH:32][CH2:33][C:34]([O:36][CH2:42][CH3:43])=[O:35])=[O:60])=[C:4]2[C:9](=[CH:10][CH:11]=1)[N:8]=[C:7]([NH:12][CH2:13][C:14]1[CH:19]=[CH:18][CH:17]=[CH:16][CH:15]=1)[C:6]([C:20]1[CH:25]=[CH:24][CH:23]=[CH:22][CH:21]=1)=[N:5]2. The yield is 0.940. (7) The reactants are Cl.[CH2:2]([O:4][C:5]([C:7]1([NH2:13])[CH2:12][CH2:11][CH2:10][CH2:9][CH2:8]1)=[O:6])[CH3:3].Cl.[CH2:15]([N:18]1[CH2:23][CH2:22][N:21]([C:24]2[CH:32]=[CH:31][C:27]([C:28](O)=[O:29])=[CH:26][CH:25]=2)[CH2:20][CH2:19]1)[CH2:16][CH3:17]. No catalyst specified. The product is [CH2:2]([O:4][C:5]([C:7]1([NH:13][C:28]([C:27]2[CH:26]=[CH:25][C:24]([N:21]3[CH2:20][CH2:19][N:18]([CH2:15][CH2:16][CH3:17])[CH2:23][CH2:22]3)=[CH:32][CH:31]=2)=[O:29])[CH2:12][CH2:11][CH2:10][CH2:9][CH2:8]1)=[O:6])[CH3:3]. The yield is 0.650. (8) The reactants are [C:1]([O:5][C:6](=[O:35])[CH2:7][O:8][C:9]1[C:18]2[CH2:17][CH2:16][CH2:15][C@@H:14]([N:19]([S:21]([C:24]3[CH:29]=[C:28]([C:30]([F:33])([F:32])[F:31])[CH:27]=[C:26](F)[CH:25]=3)(=[O:23])=[O:22])[CH3:20])[C:13]=2[CH:12]=[CH:11][CH:10]=1)([CH3:4])([CH3:3])[CH3:2].C(=O)([O-])[O-].[K+].[K+].[CH3:42][CH:43]([SH:45])[CH3:44].[Cl-].[NH4+]. The catalyst is CN(C)C=O. The product is [C:1]([O:5][C:6](=[O:35])[CH2:7][O:8][C:9]1[C:18]2[CH2:17][CH2:16][CH2:15][C@@H:14]([N:19]([S:21]([C:24]3[CH:29]=[C:28]([C:30]([F:31])([F:33])[F:32])[CH:27]=[C:26]([S:45][CH:43]([CH3:44])[CH3:42])[CH:25]=3)(=[O:23])=[O:22])[CH3:20])[C:13]=2[CH:12]=[CH:11][CH:10]=1)([CH3:3])([CH3:2])[CH3:4]. The yield is 0.960.